From a dataset of Forward reaction prediction with 1.9M reactions from USPTO patents (1976-2016). Predict the product of the given reaction. (1) Given the reactants [C:1]([O:5][C:6]([N:8]1[CH2:13][CH2:12][CH:11]([CH2:14][O:15][C:16]2[CH:21]=[CH:20][CH:19]=[CH:18][C:17]=2[NH2:22])[CH2:10][CH2:9]1)=[O:7])([CH3:4])([CH3:3])[CH3:2].[O:23]1CC[CH2:25][CH2:24]1, predict the reaction product. The product is: [C:1]([O:5][C:6]([N:8]1[CH2:9][CH2:10][CH:11]([CH2:14][O:15][C:16]2[CH:21]=[CH:20][CH:19]=[CH:18][C:17]=2[NH:22][C:24](=[O:23])[CH3:25])[CH2:12][CH2:13]1)=[O:7])([CH3:4])([CH3:2])[CH3:3]. (2) Given the reactants [C:1]([C:6]1[CH:7]=[C:8]([CH:13]=[CH:14][C:15]=1[OH:16])[C:9]([O:11][CH3:12])=[O:10])(=O)[CH2:2][CH2:3][CH3:4].N1C=CC=CC=1.Cl.[NH2:24][OH:25], predict the reaction product. The product is: [OH:16][C:15]1[CH:14]=[CH:13][C:8]([C:9]([O:11][CH3:12])=[O:10])=[CH:7][C:6]=1/[C:1](=[N:24]/[OH:25])/[CH2:2][CH2:3][CH3:4]. (3) Given the reactants [CH:1]1([CH2:6][CH:7]([C:18]2[NH:30][C:21]3=[N:22][CH:23]=[C:24]([S:26]([CH2:28][CH3:29])=[O:27])[CH:25]=[C:20]3[CH:19]=2)[C:8]2[CH:13]=[CH:12][C:11]([S:14]([CH3:17])(=[O:16])=[O:15])=[CH:10][CH:9]=2)[CH2:5][CH2:4][CH2:3][CH2:2]1.[Mn]([O-])(=O)(=O)=[O:32].[K+], predict the reaction product. The product is: [CH:1]1([CH2:6][CH:7]([C:18]2[NH:30][C:21]3=[N:22][CH:23]=[C:24]([S:26]([CH2:28][CH3:29])(=[O:32])=[O:27])[CH:25]=[C:20]3[CH:19]=2)[C:8]2[CH:13]=[CH:12][C:11]([S:14]([CH3:17])(=[O:16])=[O:15])=[CH:10][CH:9]=2)[CH2:5][CH2:4][CH2:3][CH2:2]1. (4) Given the reactants [H-].[Al+3].[Li+].[H-].[H-].[H-].CCOCC.[Cl-].[Cl-].[Cl-].[Al+3].[F:16][C:17]1[CH:22]=[C:21]([CH:23]=[CH:24][N+:25]([O-])=O)[CH:20]=[C:19]([F:28])[C:18]=1[OH:29], predict the reaction product. The product is: [NH2:25][CH2:24][CH2:23][C:21]1[CH:20]=[C:19]([F:28])[C:18]([OH:29])=[C:17]([F:16])[CH:22]=1. (5) Given the reactants [NH:1]1[C:9]2[C:4](=[CH:5][CH:6]=[CH:7][CH:8]=2)[CH:3]=[CH:2]1.[H-].[Na+].CS(C)=O.[C:16]1([S:22](Cl)(=[O:24])=[O:23])[CH:21]=[CH:20][CH:19]=[CH:18][CH:17]=1, predict the reaction product. The product is: [C:16]1([S:22]([N:1]2[C:9]3[C:4](=[CH:5][CH:6]=[CH:7][CH:8]=3)[CH:3]=[CH:2]2)(=[O:24])=[O:23])[CH:21]=[CH:20][CH:19]=[CH:18][CH:17]=1. (6) Given the reactants C[O:2][C:3](=[O:19])[C:4]1[CH:9]=[CH:8][CH:7]=[C:6]([CH2:10][O:11][C:12]2[CH:17]=[CH:16][C:15](I)=[CH:14][CH:13]=2)[CH:5]=1.[N:20]1([C:25]2[CH:26]=[C:27](B(O)O)[CH:28]=[CH:29][CH:30]=2)[CH:24]=[CH:23][CH:22]=[N:21]1, predict the reaction product. The product is: [N:20]1([C:25]2[CH:26]=[C:27]([C:15]3[CH:16]=[CH:17][C:12]([O:11][CH2:10][C:6]4[CH:5]=[C:4]([CH:9]=[CH:8][CH:7]=4)[C:3]([OH:2])=[O:19])=[CH:13][CH:14]=3)[CH:28]=[CH:29][CH:30]=2)[CH:24]=[CH:23][CH:22]=[N:21]1. (7) Given the reactants [F:1][C:2]1[CH:10]=[CH:9][CH:8]=[C:7]2[C:3]=1[CH:4]=[N:5][NH:6]2.[Cl:11][C:12]1[CH:17]=[N:16][CH:15]=[C:14](Cl)[N:13]=1.CC(C)([O-])C.[Na+].C(P(C(C)(C)C)C1C=CC=CC=1C1C(C(C)C)=CC(C(C)C)=CC=1C(C)C)(C)(C)C, predict the reaction product. The product is: [Cl:11][C:12]1[N:13]=[C:14]([N:6]2[C:7]3[C:3](=[C:2]([F:1])[CH:10]=[CH:9][CH:8]=3)[CH:4]=[N:5]2)[CH:15]=[N:16][CH:17]=1.